Task: Regression. Given a peptide amino acid sequence and an MHC pseudo amino acid sequence, predict their binding affinity value. This is MHC class II binding data.. Dataset: Peptide-MHC class II binding affinity with 134,281 pairs from IEDB The peptide sequence is EEFVVEFDAPGIK. The MHC is DRB1_0404 with pseudo-sequence DRB1_0404. The binding affinity (normalized) is 0.622.